Dataset: KCNQ2 potassium channel screen with 302,405 compounds. Task: Binary Classification. Given a drug SMILES string, predict its activity (active/inactive) in a high-throughput screening assay against a specified biological target. (1) The molecule is S(=O)(=O)(N1CCCCC1)c1cc(NC(=O)c2sc([N+]([O-])=O)cc2)c(N2CCN(CC2)CC)cc1. The result is 0 (inactive). (2) The compound is S1(=O)(=O)CC(OCC)C(OCC)C1. The result is 0 (inactive).